This data is from Reaction yield outcomes from USPTO patents with 853,638 reactions. The task is: Predict the reaction yield, written as a fraction of the theoretical maximum amount of product (1.0 means a 100% yield; for example, 0.34 means a 34% yield). (1) The reactants are Br[C:2]1[S:3][C:4]([NH:27]C(=O)OC(C)(C)C)=[C:5]([C:7](=[O:26])[NH:8][C:9]2[CH:10]=[N:11][N:12]([CH2:22][CH:23]([F:25])[F:24])[C:13]=2[N:14]2[CH2:20][CH2:19][CH2:18][CH:17]([OH:21])[CH2:16][CH2:15]2)[N:6]=1.[F:35][C:36]1[CH:41]=[CH:40][C:39]([F:42])=[CH:38][C:37]=1B(O)O. No catalyst specified. The product is [NH2:27][C:4]1[S:3][C:2]([C:40]2[CH:41]=[C:36]([F:35])[CH:37]=[CH:38][C:39]=2[F:42])=[N:6][C:5]=1[C:7]([NH:8][C:9]1[CH:10]=[N:11][N:12]([CH2:22][CH:23]([F:24])[F:25])[C:13]=1[N:14]1[CH2:20][CH2:19][CH2:18][CH:17]([OH:21])[CH2:16][CH2:15]1)=[O:26]. The yield is 0.570. (2) The reactants are C(N(CC)C(C)C)(C)C.[Cl:10][C:11]1[N:12]=[CH:13][C:14]([C:17]([OH:19])=O)=[N:15][CH:16]=1.F[P-](F)(F)(F)(F)F.C[N+](C)=C(N(C)C)ON1C2N=CC=CC=2N=N1.Cl.[CH:45]1([C@H:48]([NH2:53])[C:49]([F:52])([F:51])[F:50])[CH2:47][CH2:46]1.C([O-])(O)=O.[Na+]. The catalyst is C(Cl)Cl. The product is [Cl:10][C:11]1[N:12]=[CH:13][C:14]([C:17]([NH:53][C@@H:48]([CH:45]2[CH2:47][CH2:46]2)[C:49]([F:52])([F:51])[F:50])=[O:19])=[N:15][CH:16]=1. The yield is 0.720.